Dataset: TCR-epitope binding with 47,182 pairs between 192 epitopes and 23,139 TCRs. Task: Binary Classification. Given a T-cell receptor sequence (or CDR3 region) and an epitope sequence, predict whether binding occurs between them. (1) The epitope is EILDITPCSF. The TCR CDR3 sequence is CASSLGVSEPQHF. Result: 0 (the TCR does not bind to the epitope). (2) The epitope is VSFIEFVGW. The TCR CDR3 sequence is CASSPDGELFF. Result: 1 (the TCR binds to the epitope).